From a dataset of Catalyst prediction with 721,799 reactions and 888 catalyst types from USPTO. Predict which catalyst facilitates the given reaction. (1) Reactant: [CH3:1][N:2]([CH3:16])[CH2:3][CH2:4][O:5][C:6]1[CH:12]=[CH:11][C:9]([NH2:10])=[C:8]([N+:13]([O-])=O)[CH:7]=1.[H][H]. Product: [CH3:1][N:2]([CH3:16])[CH2:3][CH2:4][O:5][C:6]1[CH:7]=[C:8]([NH2:13])[C:9]([NH2:10])=[CH:11][CH:12]=1. The catalyst class is: 19. (2) Reactant: [CH2:1]([N:3]1[C:8]([C:9]([C:11]2[CH:12]=[C:13]([CH:16]=[C:17]([CH3:19])[CH:18]=2)[C:14]#[N:15])=[O:10])=[C:7]([CH:20]([CH3:22])[CH3:21])[C:6](=[O:23])[NH:5][C:4]1=[O:24])[CH3:2].[H-].[Na+].Br[CH2:28][O:29][C:30](=[O:32])[CH3:31]. Product: [C:30]([O:29][CH2:28][N:5]1[C:6](=[O:23])[C:7]([CH:20]([CH3:21])[CH3:22])=[C:8]([C:9](=[O:10])[C:11]2[CH:18]=[C:17]([CH3:19])[CH:16]=[C:13]([C:14]#[N:15])[CH:12]=2)[N:3]([CH2:1][CH3:2])[C:4]1=[O:24])(=[O:32])[CH3:31]. The catalyst class is: 18. (3) Reactant: [CH3:1][C:2]1[CH:6]=[C:5]([C:7]2[CH:8]=[CH:9][C:10]3[N:11]([C:13]([CH2:16][NH2:17])=[N:14][N:15]=3)[N:12]=2)[O:4][N:3]=1.Cl[C:19]1[CH:20]=[CH:21][N:22]=[C:23]2[C:28]=1[N:27]=[CH:26][C:25]([O:29][CH3:30])=[CH:24]2. Product: [CH3:30][O:29][C:25]1[CH:24]=[C:23]2[C:28]([C:19]([NH:17][CH2:16][C:13]3[N:11]4[N:12]=[C:7]([C:5]5[O:4][N:3]=[C:2]([CH3:1])[CH:6]=5)[CH:8]=[CH:9][C:10]4=[N:15][N:14]=3)=[CH:20][CH:21]=[N:22]2)=[N:27][CH:26]=1. The catalyst class is: 868. (4) Reactant: [Br:1][C:2]1[CH:7]=[CH:6][C:5](I)=[C:4]([C:9]([F:12])([F:11])[F:10])[CH:3]=1.[Cl-].[Li+].[Cl-].[CH3:16][C:17]([CH3:22])([CH3:21])[C:18](Cl)=[O:19]. Product: [Br:1][C:2]1[CH:7]=[CH:6][C:5]([C:18](=[O:19])[C:17]([CH3:22])([CH3:21])[CH3:16])=[C:4]([C:9]([F:12])([F:11])[F:10])[CH:3]=1. The catalyst class is: 116. (5) Reactant: [Si]([O:8][C@H:9]1[CH2:13][C@H:12]([N:14]2[C:18]3[N:19]=[CH:20][N:21]=[C:22]([NH:23][C@@H:24]4[C:32]5[C:27](=[CH:28][CH:29]=[CH:30][CH:31]=5)[CH2:26][CH2:25]4)[C:17]=3[CH:16]=[CH:15]2)[CH2:11][C@H:10]1[CH2:33][N:34]([CH3:39])[S:35]([NH2:38])(=[O:37])=[O:36])(C(C)(C)C)(C)C.C(O)C.Cl. Product: [C@@H:24]1([NH:23][C:22]2[C:17]3[CH:16]=[CH:15][N:14]([C@@H:12]4[CH2:11][C@@H:10]([CH2:33][N:34]([CH3:39])[S:35]([NH2:38])(=[O:37])=[O:36])[C@@H:9]([OH:8])[CH2:13]4)[C:18]=3[N:19]=[CH:20][N:21]=2)[C:32]2[C:27](=[CH:28][CH:29]=[CH:30][CH:31]=2)[CH2:26][CH2:25]1. The catalyst class is: 30. (6) Reactant: Cl[C:2]1[N:7]=[C:6]([N:8]2[CH2:13][CH2:12][O:11][CH2:10][CH2:9]2)[N:5]=[C:4]([N:14]2[CH2:19][CH2:18][O:17][CH2:16][CH2:15]2)[CH:3]=1.C([O-])([O-])=O.[K+].[K+].O.C([NH:30][C:31]1[N:36]=[CH:35][C:34](B(O)O)=[C:33]([C:40]([F:43])([F:42])[F:41])[CH:32]=1)(=O)C. Product: [N:8]1([C:6]2[N:7]=[C:2]([C:34]3[C:33]([C:40]([F:43])([F:42])[F:41])=[CH:32][C:31]([NH2:30])=[N:36][CH:35]=3)[CH:3]=[C:4]([N:14]3[CH2:19][CH2:18][O:17][CH2:16][CH2:15]3)[N:5]=2)[CH2:13][CH2:12][O:11][CH2:10][CH2:9]1. The catalyst class is: 57.